From a dataset of Full USPTO retrosynthesis dataset with 1.9M reactions from patents (1976-2016). Predict the reactants needed to synthesize the given product. The reactants are: [F:1][C:2]1[C:7]([F:8])=[CH:6][CH:5]=[CH:4][C:3]=1[CH2:9][CH:10]=O.[C:12]1([C:18]2[CH:19]=[C:20]([NH:23][C:24](=[O:30])[C@@H:25]([NH2:29])[CH2:26][CH2:27][CH3:28])[NH:21][N:22]=2)[CH:17]=[CH:16][CH:15]=[CH:14][CH:13]=1.C(O[BH-](OC(=O)C)OC(=O)C)(=O)C.[Na+]. Given the product [C:12]1([C:18]2[CH:19]=[C:20]([NH:23][C:24](=[O:30])[C@@H:25]([NH:29][CH2:10][CH2:9][C:3]3[CH:4]=[CH:5][CH:6]=[C:7]([F:8])[C:2]=3[F:1])[CH2:26][CH2:27][CH3:28])[NH:21][N:22]=2)[CH:13]=[CH:14][CH:15]=[CH:16][CH:17]=1, predict the reactants needed to synthesize it.